This data is from TCR-epitope binding with 47,182 pairs between 192 epitopes and 23,139 TCRs. The task is: Binary Classification. Given a T-cell receptor sequence (or CDR3 region) and an epitope sequence, predict whether binding occurs between them. (1) The epitope is CLGGLLTMV. The TCR CDR3 sequence is CASSLDRGAEQFF. Result: 0 (the TCR does not bind to the epitope). (2) The epitope is PKYVKQNTLKLAT. The TCR CDR3 sequence is CASGFGSGSLTDTQYF. Result: 1 (the TCR binds to the epitope).